This data is from Reaction yield outcomes from USPTO patents with 853,638 reactions. The task is: Predict the reaction yield, written as a fraction of the theoretical maximum amount of product (1.0 means a 100% yield; for example, 0.34 means a 34% yield). The reactants are [OH-:1].[Li+].[Cl:3][C:4]1[N:9]=[C:8](SC)[N:7]2[CH:12]=[C:13]([CH2:15][O:16][C:17]3[CH:22]=[CH:21][CH:20]=[CH:19][CH:18]=3)[N:14]=[C:6]2[CH:5]=1. The catalyst is O.C1COCC1.C(Cl)Cl. The product is [Cl:3][C:4]1[NH:9][C:8](=[O:1])[N:7]2[CH:12]=[C:13]([CH2:15][O:16][C:17]3[CH:22]=[CH:21][CH:20]=[CH:19][CH:18]=3)[N:14]=[C:6]2[CH:5]=1. The yield is 0.980.